Dataset: Reaction yield outcomes from USPTO patents with 853,638 reactions. Task: Predict the reaction yield, written as a fraction of the theoretical maximum amount of product (1.0 means a 100% yield; for example, 0.34 means a 34% yield). (1) The reactants are [CH3:1][CH:2]([C:21]1[CH:22]=[C:23]([CH:25]=[CH:26][CH:27]=1)[NH2:24])[CH2:3][N:4]1[CH2:9][CH2:8][N:7]([C:10]2[CH:19]=[CH:18][CH:17]=[C:16]3[C:11]=2[CH:12]=[CH:13][C:14]([CH3:20])=[N:15]3)[CH2:6][CH2:5]1.[F:28][C:29]1[CH:37]=[CH:36][CH:35]=[CH:34][C:30]=1[C:31](O)=[O:32]. No catalyst specified. The product is [F:28][C:29]1[CH:37]=[CH:36][CH:35]=[CH:34][C:30]=1[C:31]([NH:24][C:23]1[CH:25]=[CH:26][CH:27]=[C:21]([CH:2]([CH3:1])[CH2:3][N:4]2[CH2:5][CH2:6][N:7]([C:10]3[CH:19]=[CH:18][CH:17]=[C:16]4[C:11]=3[CH:12]=[CH:13][C:14]([CH3:20])=[N:15]4)[CH2:8][CH2:9]2)[CH:22]=1)=[O:32]. The yield is 0.640. (2) The reactants are [CH2:1]([O:8][C@H:9]1[CH2:13][N:12]([C:14]([O:16][C:17]([CH3:20])([CH3:19])[CH3:18])=[O:15])[C@H:11]([CH2:21][OH:22])[CH2:10]1)[C:2]1[CH:7]=[CH:6][CH:5]=[CH:4][CH:3]=1.CCN(CC)CC.CCOCC. The catalyst is CS(C)=O. The product is [CH2:1]([O:8][C@H:9]1[CH2:13][N:12]([C:14]([O:16][C:17]([CH3:18])([CH3:19])[CH3:20])=[O:15])[C@H:11]([CH:21]=[O:22])[CH2:10]1)[C:2]1[CH:7]=[CH:6][CH:5]=[CH:4][CH:3]=1. The yield is 1.00. (3) The reactants are O[C:2]1[CH:7]=[CH:6][N:5]=[CH:4][C:3]=1[NH:8][C:9](=O)[C:10]1[CH:15]=[CH:14][C:13]([N+:16]([O-:18])=[O:17])=[CH:12][CH:11]=1.P12(SP3(SP(SP(S3)(S1)=S)(=S)S2)=S)=[S:21]. The catalyst is N1C=CC=CC=1.CC1C=CC(C)=CC=1. The product is [N+:16]([C:13]1[CH:14]=[CH:15][C:10]([C:9]2[S:21][C:2]3[CH:7]=[CH:6][N:5]=[CH:4][C:3]=3[N:8]=2)=[CH:11][CH:12]=1)([O-:18])=[O:17]. The yield is 0.590. (4) The reactants are [C:1]1([C:7]2[N:8]=[C:9]([C:12]3[N:13]=[CH:14][N:15]4[C:20](=[O:21])[N:19]([CH2:22][C:23]#[CH:24])[N:18]=[N:17][C:16]=34)[NH:10][CH:11]=2)[CH:6]=[CH:5][CH:4]=[CH:3][CH:2]=1.[H-].[Na+].[CH3:27]I. The catalyst is CN(C=O)C. The product is [CH3:27][N:10]1[CH:11]=[C:7]([C:1]2[CH:2]=[CH:3][CH:4]=[CH:5][CH:6]=2)[N:8]=[C:9]1[C:12]1[N:13]=[CH:14][N:15]2[C:20](=[O:21])[N:19]([CH2:22][C:23]#[CH:24])[N:18]=[N:17][C:16]=12. The yield is 0.890. (5) The yield is 0.360. The product is [CH3:1][O:2][C:3]1[CH:4]=[C:5]2[C:10](=[CH:11][C:12]=1[O:13][CH3:14])[N:9]=[CH:8][CH:7]=[C:6]2[O:15][C:16]1[CH:22]=[CH:21][C:19]([NH:20][C:27](=[O:33])[O:26][CH2:24][CH2:36][CH2:35][N:37]([CH2:42][CH3:43])[CH2:38][CH3:39])=[CH:18][CH:17]=1. The reactants are [CH3:1][O:2][C:3]1[CH:4]=[C:5]2[C:10](=[CH:11][C:12]=1[O:13][CH3:14])[N:9]=[CH:8][CH:7]=[C:6]2[O:15][C:16]1[CH:22]=[CH:21][C:19]([NH2:20])=[CH:18][CH:17]=1.Cl[C:24](Cl)([O:26][C:27](=[O:33])OC(Cl)(Cl)Cl)Cl.[CH2:35]([N:37]([CH2:42][CH3:43])[CH2:38][CH2:39]CO)[CH3:36].C(=O)(O)[O-].[Na+]. The catalyst is C(Cl)Cl.C(N(CC)CC)C.C1(C)C=CC=CC=1. (6) The reactants are [CH2:1]([NH:8][C@@H:9]([C:20]1[NH:21][CH:22]=[C:23]([C:25]2[CH:30]=[CH:29][CH:28]=[CH:27][CH:26]=2)[N:24]=1)[CH2:10][C:11]1[C:19]2[C:14](=[CH:15][CH:16]=[CH:17][CH:18]=2)[NH:13][CH:12]=1)[C:2]1[CH:7]=[CH:6][CH:5]=[CH:4][CH:3]=1.S(C1C=CC(C)=CC=1)(O[CH3:35])(=O)=O.CC([O-])(C)C.[K+].C(=O)(O)[O-].[Na+]. The catalyst is O1CCCC1.C(OCC)(=O)C. The product is [CH2:1]([N:8]([CH3:35])[C@@H:9]([C:20]1[NH:21][CH:22]=[C:23]([C:25]2[CH:30]=[CH:29][CH:28]=[CH:27][CH:26]=2)[N:24]=1)[CH2:10][C:11]1[C:19]2[C:14](=[CH:15][CH:16]=[CH:17][CH:18]=2)[NH:13][CH:12]=1)[C:2]1[CH:7]=[CH:6][CH:5]=[CH:4][CH:3]=1. The yield is 0.0400. (7) The reactants are [NH2:1][C:2]1[N:7]=[CH:6][N:5]=[C:4]2[N:8]([CH:24]3[CH2:29][CH2:28][CH2:27][N:26]([C:30](=[O:34])[CH2:31][C:32]#[N:33])[CH2:25]3)[N:9]=[C:10]([C:11]3[CH:16]=[CH:15][C:14]([O:17][C:18]4[CH:23]=[CH:22][CH:21]=[CH:20][CH:19]=4)=[CH:13][CH:12]=3)[C:3]=12.CO.N1CCCCC1.[CH:43](=O)[C:44]([CH3:47])([CH3:46])[CH3:45]. The catalyst is ClCCl. The product is [NH2:1][C:2]1[N:7]=[CH:6][N:5]=[C:4]2[N:8]([C@@H:24]3[CH2:29][CH2:28][CH2:27][N:26]([C:30]([C:31](=[CH:43][C:44]([CH3:47])([CH3:46])[CH3:45])[C:32]#[N:33])=[O:34])[CH2:25]3)[N:9]=[C:10]([C:11]3[CH:12]=[CH:13][C:14]([O:17][C:18]4[CH:19]=[CH:20][CH:21]=[CH:22][CH:23]=4)=[CH:15][CH:16]=3)[C:3]=12. The yield is 0.260. (8) The reactants are [CH2:1]([O:3][C:4](=[O:14])[C:5]([CH3:13])([CH:7]1[CH2:12][CH2:11][NH:10][CH2:9][CH2:8]1)[CH3:6])[CH3:2].Cl[C:16]1[CH:21]=[CH:20][C:19]([N+:22]([O-:24])=[O:23])=[CH:18][N:17]=1.C(N(C(C)C)CC)(C)C. The catalyst is O1CCCC1. The product is [CH2:1]([O:3][C:4](=[O:14])[C:5]([CH3:13])([CH:7]1[CH2:12][CH2:11][N:10]([C:16]2[CH:21]=[CH:20][C:19]([N+:22]([O-:24])=[O:23])=[CH:18][N:17]=2)[CH2:9][CH2:8]1)[CH3:6])[CH3:2]. The yield is 0.920. (9) The product is [CH:38]1([NH:34][C:23](=[O:25])[C:22]2[CH:21]=[CH:20][C:19]([N:16]3[CH2:15][CH2:14][N:13]([CH2:12][C:9]4[CH:10]=[N:11][C:5]5[N:4]6[CH2:28][CH2:29][S:30][CH2:31][C@H:3]6[C:2](=[O:1])[NH:7][C:6]=5[CH:8]=4)[CH2:18][CH2:17]3)=[CH:27][CH:26]=2)[CH2:40][CH2:39]1. The catalyst is CN(C=O)C. The yield is 0.490. The reactants are [O:1]=[C:2]1[NH:7][C:6]2[CH:8]=[C:9]([CH2:12][N:13]3[CH2:18][CH2:17][N:16]([C:19]4[CH:27]=[CH:26][C:22]([C:23]([OH:25])=O)=[CH:21][CH:20]=4)[CH2:15][CH2:14]3)[CH:10]=[N:11][C:5]=2[N:4]2[CH2:28][CH2:29][S:30][CH2:31][C@@H:3]12.C([N:34]([CH:38]([CH3:40])[CH3:39])C(C)C)C.C1(N)CC1.